Dataset: CYP2D6 inhibition data for predicting drug metabolism from PubChem BioAssay. Task: Regression/Classification. Given a drug SMILES string, predict its absorption, distribution, metabolism, or excretion properties. Task type varies by dataset: regression for continuous measurements (e.g., permeability, clearance, half-life) or binary classification for categorical outcomes (e.g., BBB penetration, CYP inhibition). Dataset: cyp2d6_veith. (1) The drug is O=c1cnc2cnc(Oc3cccc(Cl)c3)nc2n1C[C@H]1CCCO1. The result is 0 (non-inhibitor). (2) The result is 0 (non-inhibitor). The drug is N[C@@H]1[C@@H]2[C@@H]3C[C@H]4N(CC[C@@]14C(=O)C(=O)O)CC3=CCO[C@@H]2CC(=O)O. (3) The compound is C=CCCCCCCCCC(=O)Nc1c[nH]c(=O)[nH]c1=O. The result is 0 (non-inhibitor). (4) The molecule is COc1cccc(-n2c(O)c(C=NCCN3CCOCC3)c(=O)[nH]c2=O)c1. The result is 0 (non-inhibitor).